Dataset: Full USPTO retrosynthesis dataset with 1.9M reactions from patents (1976-2016). Task: Predict the reactants needed to synthesize the given product. (1) Given the product [Br:16][C:17]1[N:21]2[CH:22]=[CH:23][C:24]([C:26]([CH3:28])([O:6][Si:7]([CH2:12][CH3:13])([CH2:10][CH3:11])[CH2:8][CH3:9])[CH3:27])=[N:25][C:20]2=[N:19][CH:18]=1, predict the reactants needed to synthesize it. The reactants are: FC(F)(F)S([O:6][Si:7]([CH2:12][CH3:13])([CH2:10][CH3:11])[CH2:8][CH3:9])(=O)=O.[Br:16][C:17]1[N:21]2[CH:22]=[CH:23][C:24]([C:26](O)([CH3:28])[CH3:27])=[N:25][C:20]2=[N:19][CH:18]=1.C(N(C(C)C)CC)(C)C. (2) Given the product [F:1][C:2]1[CH:10]=[C:9]2[C:5]([C:6]([C:11]3[CH:12]=[CH:13][C:14]([NH:17][CH2:18][CH2:19][CH2:20][NH:21][S:30]([CH3:29])(=[O:32])=[O:31])=[N:15][CH:16]=3)=[CH:7][NH:8]2)=[CH:4][CH:3]=1, predict the reactants needed to synthesize it. The reactants are: [F:1][C:2]1[CH:10]=[C:9]2[C:5]([C:6]([C:11]3[CH:12]=[CH:13][C:14]([NH:17][CH2:18][CH2:19][CH2:20][NH2:21])=[N:15][CH:16]=3)=[CH:7][NH:8]2)=[CH:4][CH:3]=1.CCN(CC)CC.[CH3:29][S:30](Cl)(=[O:32])=[O:31].